From a dataset of Full USPTO retrosynthesis dataset with 1.9M reactions from patents (1976-2016). Predict the reactants needed to synthesize the given product. Given the product [F:1][C:2]([CH3:28])([CH3:27])[CH2:3][N:4]1[CH2:9][CH2:8][CH:7]([CH2:10][NH:11][C:12]2[CH:17]=[CH:16][C:15]([C:43]3[C:44]([C:71]([N:59]4[CH2:64][CH2:63][CH2:62][CH2:61][C@@H:60]4[C:65]([NH2:67])=[O:66])=[O:72])=[CH:45][CH:40]=[CH:41][CH:42]=3)=[CH:14][CH:13]=2)[CH2:6][CH2:5]1, predict the reactants needed to synthesize it. The reactants are: [F:1][C:2]([CH3:28])([CH3:27])[CH2:3][N:4]1[CH2:9][CH2:8][CH:7]([CH2:10][NH:11][C:12]2[CH:17]=[CH:16][C:15](C3C=CC(C(O)=O)=CC=3)=[CH:14][CH:13]=2)[CH2:6][CH2:5]1.CCN=C=NCCCN(C)C.[CH:40]1[CH:41]=[CH:42][C:43]2N(O)N=N[C:44]=2[CH:45]=1.CCN(C(C)C)C(C)C.[NH:59]1[CH2:64][CH2:63][CH2:62][CH2:61][C@@H:60]1[C:65]([NH2:67])=[O:66].CN([CH:71]=[O:72])C.